Dataset: Full USPTO retrosynthesis dataset with 1.9M reactions from patents (1976-2016). Task: Predict the reactants needed to synthesize the given product. (1) Given the product [Cl:1][C:2]1[CH:3]=[C:4]([CH:9]([CH:23]([OH:24])[C:22]2[CH:25]=[CH:26][CH:27]=[C:20]([N+:17]([O-:19])=[O:18])[CH:21]=2)[C:10]#[N:11])[CH:5]=[CH:6][C:7]=1[Cl:8], predict the reactants needed to synthesize it. The reactants are: [Cl:1][C:2]1[CH:3]=[C:4]([CH2:9][C:10]#[N:11])[CH:5]=[CH:6][C:7]=1[Cl:8].C([Li])CCC.[N+:17]([C:20]1[CH:21]=[C:22]([CH:25]=[CH:26][CH:27]=1)[CH:23]=[O:24])([O-:19])=[O:18].C(O)(=O)C. (2) Given the product [CH2:39]([NH:37][C:28](=[O:30])[CH:27]([CH:31]1[CH2:36][CH2:35][CH2:34][CH2:33][CH2:32]1)[N:15]1[C:9]2[CH:10]=[CH:11][C:12]([F:14])=[CH:13][C:8]=2[N:7]=[C:6]1[C@H:23]([O:24][CH3:47])[C:17]1[CH:22]=[CH:21][CH:20]=[CH:19][CH:18]=1)[C:40]1[CH:45]=[CH:44][CH:43]=[CH:42][CH:41]=1, predict the reactants needed to synthesize it. The reactants are: C(O[C:6](=O)[NH:7][C:8]1[CH:13]=[C:12]([F:14])[CH:11]=[CH:10][C:9]=1[NH2:15])(C)(C)C.[CH:17]1([CH:23]=[O:24])[CH2:22][CH2:21][CH2:20][CH2:19][CH2:18]1.CO[C@H:27]([C:31]1[CH:36]=[CH:35][CH:34]=[CH:33][CH:32]=1)[C:28]([OH:30])=O.[N+:37]([CH2:39][C:40]1[CH:45]=[CH:44][CH:43]=[CH:42][CH:41]=1)#[C-].Cl.[CH3:47]O. (3) The reactants are: [C:1]([C:3]1[CH:4]=[C:5]([C:13]2[S:14][C:15]([C:18]3[C:19]([CH2:37][CH3:38])=[C:20]([CH2:24][CH2:25][N:26]4[CH2:31][CH2:30][CH:29]([C:32]([O:34]CC)=[O:33])[CH2:28][CH2:27]4)[CH:21]=[CH:22][CH:23]=3)=[CH:16][N:17]=2)[CH:6]=[CH:7][C:8]=1[O:9][CH:10]([CH3:12])[CH3:11])#[N:2].[OH-].[Na+]. Given the product [C:1]([C:3]1[CH:4]=[C:5]([C:13]2[S:14][C:15]([C:18]3[C:19]([CH2:37][CH3:38])=[C:20]([CH2:24][CH2:25][N:26]4[CH2:27][CH2:28][CH:29]([C:32]([OH:34])=[O:33])[CH2:30][CH2:31]4)[CH:21]=[CH:22][CH:23]=3)=[CH:16][N:17]=2)[CH:6]=[CH:7][C:8]=1[O:9][CH:10]([CH3:11])[CH3:12])#[N:2], predict the reactants needed to synthesize it. (4) The reactants are: [CH3:1][O:2][CH2:3][CH2:4][O:5][C:6]1[C:7]([CH3:19])=[C:8]([CH:12]=[CH:13][C:14]=1[S:15]([CH3:18])(=[O:17])=[O:16])[C:9](O)=[O:10].C(Cl)(=O)C([Cl:23])=O.CN(C=O)C. Given the product [CH3:1][O:2][CH2:3][CH2:4][O:5][C:6]1[C:7]([CH3:19])=[C:8]([CH:12]=[CH:13][C:14]=1[S:15]([CH3:18])(=[O:17])=[O:16])[C:9]([Cl:23])=[O:10], predict the reactants needed to synthesize it. (5) Given the product [CH:1]([NH:4][C:5]1[N:15]=[C:14]([C:16]([F:19])([F:17])[F:18])[CH:13]=[CH:12][C:6]=1[C:7]([OH:9])=[O:8])([CH3:3])[CH3:2], predict the reactants needed to synthesize it. The reactants are: [CH:1]([NH:4][C:5]1[N:15]=[C:14]([C:16]([F:19])([F:18])[F:17])[CH:13]=[CH:12][C:6]=1[C:7]([O:9]CC)=[O:8])([CH3:3])[CH3:2].[OH-].[Na+]. (6) Given the product [O:15]=[C:13]1[NH:12][C:11]2[CH:16]=[C:7]([CH:2]=[O:1])[CH:8]=[CH:9][C:10]=2[O:14]1, predict the reactants needed to synthesize it. The reactants are: [O:1]1CCCO[CH:2]1[C:7]1[CH:8]=[CH:9][C:10]2[O:14][C:13](=[O:15])[NH:12][C:11]=2[CH:16]=1.Cl. (7) Given the product [CH3:9][N:5]1[CH2:6][CH2:7][CH2:8][C@@H:3]([CH2:2][O:1][C:19]2[C:27]3[C:26]4[CH:28]=[C:29]([C:32]#[N:33])[N:30]=[CH:31][C:25]=4[NH:24][C:23]=3[N:22]=[CH:21][CH:20]=2)[CH2:4]1, predict the reactants needed to synthesize it. The reactants are: [OH:1][CH2:2][C@@H:3]1[CH2:8][CH2:7][CH2:6][N:5]([C:9](OC(C)(C)C)=O)[CH2:4]1.[H-].[Na+].Cl[C:19]1[C:27]2[C:26]3[CH:28]=[C:29]([C:32]#[N:33])[N:30]=[CH:31][C:25]=3[N:24](COCC[Si](C)(C)C)[C:23]=2[N:22]=[CH:21][CH:20]=1. (8) Given the product [C:53]([NH:52][C:50](=[O:51])[C:49]1[CH:57]=[CH:58][CH:59]=[C:47]([CH2:46][N:43]2[CH2:44][CH2:45][N:40]([C:38](=[O:39])[C:37]3[CH:60]=[CH:61][C:34]([NH:33][C:21]([NH:9][C:6]4[CH:5]=[CH:4][C:3]([C:2]([F:1])([F:10])[F:11])=[CH:8][N:7]=4)=[O:22])=[C:35]([F:62])[CH:36]=3)[CH2:41][CH2:42]2)[CH:48]=1)([CH3:56])([CH3:55])[CH3:54], predict the reactants needed to synthesize it. The reactants are: [F:1][C:2]([F:11])([F:10])[C:3]1[CH:4]=[CH:5][C:6]([NH2:9])=[N:7][CH:8]=1.C(N(C(C)C)C(C)C)C.[C:21](=O)(OC(Cl)(Cl)Cl)[O:22]C(Cl)(Cl)Cl.[NH2:33][C:34]1[CH:61]=[CH:60][C:37]([C:38]([N:40]2[CH2:45][CH2:44][N:43]([CH2:46][C:47]3[CH:48]=[C:49]([CH:57]=[CH:58][CH:59]=3)[C:50]([NH:52][C:53]([CH3:56])([CH3:55])[CH3:54])=[O:51])[CH2:42][CH2:41]2)=[O:39])=[CH:36][C:35]=1[F:62]. (9) Given the product [OH:1][C@@H:2]([C@H:4]1[C:25](=[O:26])[N:6]2[C:7]([C:12]([O:14][CH2:15][C:16]3[CH:17]=[CH:18][C:19]([N+:22]([O-:24])=[O:23])=[CH:20][CH:21]=3)=[O:13])=[C:8]([C:48]3[S:47][C:46]4=[C:42]([S:41][CH2:40][CH2:39][NH:38][C:36]([O:35][CH2:34][C:33]5[CH:63]=[CH:64][C:30]([N+:27]([O-:29])=[O:28])=[CH:31][CH:32]=5)=[O:37])[N:43]=[CH:44][N:45]4[CH:49]=3)[C@H:9]([CH3:10])[C@H:5]12)[CH3:3], predict the reactants needed to synthesize it. The reactants are: [OH:1][C@@H:2]([C@H:4]1[C:25](=[O:26])[N:6]2[C@@H:7]([C:12]([O:14][CH2:15][C:16]3[CH:21]=[CH:20][C:19]([N+:22]([O-:24])=[O:23])=[CH:18][CH:17]=3)=[O:13])[C:8](=O)[C@H:9]([CH3:10])[C@H:5]12)[CH3:3].[N+:27]([C:30]1[CH:64]=[CH:63][C:33]([CH2:34][O:35][C:36]([NH:38][CH2:39][CH2:40][S:41][C:42]2[N:43]=[CH:44][N:45]3[CH:49]=[C:48]([Sn](CCCC)(CCCC)CCCC)[S:47][C:46]=23)=[O:37])=[CH:32][CH:31]=1)([O-:29])=[O:28].